This data is from Reaction yield outcomes from USPTO patents with 853,638 reactions. The task is: Predict the reaction yield, written as a fraction of the theoretical maximum amount of product (1.0 means a 100% yield; for example, 0.34 means a 34% yield). The reactants are [CH3:1][C:2]1[N:7]=[C:6](O)[C:5]2[CH:9]=[CH:10][NH:11][C:4]=2[CH:3]=1.P(Br)(Br)([Br:14])=O.C([O-])(O)=O.[Na+]. No catalyst specified. The product is [Br:14][C:6]1[C:5]2[CH:9]=[CH:10][NH:11][C:4]=2[CH:3]=[C:2]([CH3:1])[N:7]=1. The yield is 0.120.